From a dataset of Merck oncology drug combination screen with 23,052 pairs across 39 cell lines. Regression. Given two drug SMILES strings and cell line genomic features, predict the synergy score measuring deviation from expected non-interaction effect. Drug 1: N#Cc1ccc(Cn2cncc2CN2CCN(c3cccc(Cl)c3)C(=O)C2)cc1. Drug 2: C#Cc1cccc(Nc2ncnc3cc(OCCOC)c(OCCOC)cc23)c1. Cell line: OV90. Synergy scores: synergy=4.30.